Task: Predict the reactants needed to synthesize the given product.. Dataset: Full USPTO retrosynthesis dataset with 1.9M reactions from patents (1976-2016) (1) Given the product [F:23][C:20]([F:21])([F:22])[C:17]1[CH:18]=[CH:19][C:14]([CH2:13][CH:10]2[CH2:11][CH2:12][N:8]([CH2:25][C:24]([OH:27])=[O:26])[CH2:9]2)=[CH:15][CH:16]=1, predict the reactants needed to synthesize it. The reactants are: C([N:8]1[CH2:12][CH2:11][CH:10]([CH2:13][C:14]2[CH:19]=[CH:18][C:17]([C:20]([F:23])([F:22])[F:21])=[CH:16][CH:15]=2)[CH2:9]1)C1C=CC=CC=1.[C:24]([OH:27])(=[O:26])[CH3:25]. (2) The reactants are: [Br:1][C:2]1[CH:10]=[C:9]2[C:5]([C:6]([CH3:13])([CH3:12])[C:7](=[O:11])[NH:8]2)=[CH:4][CH:3]=1.Br[CH:15]1[CH2:18][O:17][CH2:16]1.C(=O)([O-])[O-].[Cs+].[Cs+].Cl. Given the product [Br:1][C:2]1[CH:10]=[C:9]2[C:5]([C:6]([CH3:13])([CH3:12])[C:7](=[O:11])[N:8]2[CH:15]2[CH2:18][O:17][CH2:16]2)=[CH:4][CH:3]=1, predict the reactants needed to synthesize it. (3) The reactants are: [CH2:1]([O:3][C:4]([C:6]1[N:7]([CH:12]2[CH2:16][CH:15](OC(=O)C)[CH:14]=[CH:13]2)[CH:8]=[N:9][C:10]=1[CH3:11])=[O:5])[CH3:2].S([Cl:31])(C1C=CC(C)=CC=1)(=O)=O.C(N(CC)CC)C. Given the product [CH2:1]([O:3][C:4]([C:6]1[N:7]([C@H:12]2[CH2:16][C@@H:15]([Cl:31])[CH:14]=[CH:13]2)[CH:8]=[N:9][C:10]=1[CH3:11])=[O:5])[CH3:2], predict the reactants needed to synthesize it. (4) The reactants are: [NH2:1][C:2]1[CH:20]=[CH:19][C:5]2[CH2:6][CH2:7][N:8]([C:11]([CH:13]3[CH2:18][O:17][CH2:16][CH2:15][O:14]3)=[O:12])[CH2:9][CH2:10][C:4]=2[CH:3]=1.O1CCOCC1C=O.Cl[C:30]1[N:35]=[C:34]([NH:36][C:37]2[C:48]([F:49])=[CH:47][CH:46]=[CH:45][C:38]=2[C:39]([NH:41][CH2:42][C:43]#[CH:44])=[O:40])[C:33]([Cl:50])=[CH:32][N:31]=1. Given the product [Cl:50][C:33]1[C:34]([NH:36][C:37]2[C:48]([F:49])=[CH:47][CH:46]=[CH:45][C:38]=2[C:39]([NH:41][CH2:42][C:43]#[CH:44])=[O:40])=[N:35][C:30]([NH:1][C:2]2[CH:20]=[CH:19][C:5]3[CH2:6][CH2:7][N:8]([C:11]([CH:13]4[CH2:18][O:17][CH2:16][CH2:15][O:14]4)=[O:12])[CH2:9][CH2:10][C:4]=3[CH:3]=2)=[N:31][CH:32]=1, predict the reactants needed to synthesize it. (5) Given the product [CH2:18]([O:11][C:3]1[CH:4]=[CH:5][CH:6]=[C:7]([N+:8]([O-:10])=[O:9])[C:2]=1[Cl:1])[C:19]1[CH:24]=[CH:23][CH:22]=[CH:21][CH:20]=1, predict the reactants needed to synthesize it. The reactants are: [Cl:1][C:2]1[C:7]([N+:8]([O-:10])=[O:9])=[CH:6][CH:5]=[CH:4][C:3]=1[OH:11].C(=O)([O-])[O-].[Cs+].[Cs+].[CH2:18](Br)[C:19]1[CH:24]=[CH:23][CH:22]=[CH:21][CH:20]=1.O. (6) Given the product [C:40]([O:39][C:37](=[O:38])[NH:15][CH2:14][CH2:13][CH2:12][N:11]([C:8]1[CH:9]=[CH:10][C:5]2[N:6]([C:2]([Br:1])=[CH:3][N:4]=2)[N:7]=1)[CH3:22])([CH3:41])([CH3:42])[CH3:43], predict the reactants needed to synthesize it. The reactants are: [Br:1][C:2]1[N:6]2[N:7]=[C:8]([N:11]([CH3:22])[CH2:12][CH2:13][CH2:14][NH:15]C(=O)C(F)(F)F)[CH:9]=[CH:10][C:5]2=[N:4][CH:3]=1.C(=O)([O-])[O-].[K+].[K+].[C:37](O[C:37]([O:39][C:40]([CH3:43])([CH3:42])[CH3:41])=[O:38])([O:39][C:40]([CH3:43])([CH3:42])[CH3:41])=[O:38].CN1CCOCC1. (7) Given the product [Cl:1][C:2]1[CH:3]=[CH:4][C:5]([O:25][CH3:26])=[C:6]([N:8]=[C:9]=[O:10])[CH:7]=1, predict the reactants needed to synthesize it. The reactants are: [Cl:1][C:2]1[CH:3]=[CH:4][C:5]([O:25][CH3:26])=[C:6]([NH:8][C:9](NC2C=C3C(=CC=2)N(CCC)NC3=O)=[O:10])[CH:7]=1.C(N1C2C(=CC([N+]([O-])=O)=CC=2)C(=O)N1)C=C. (8) Given the product [Cl:35][C:36]1[CH:37]=[C:38]([N:43]2[C:47](=[O:48])[C@@:46]3([C@H:52]([C:53]4[CH:54]=[CH:55][C:56]([C:57]#[N:58])=[CH:59][CH:60]=4)[CH2:51][N:50]([C:11]([C:7]4[CH:6]=[C:5]5[C:10](=[CH:9][CH:8]=4)[N:1]=[CH:2][CH:3]=[N:4]5)=[O:13])[CH2:49]3)[N:45]([CH3:61])[C:44]2=[O:62])[CH:39]=[C:40]([Cl:42])[CH:41]=1, predict the reactants needed to synthesize it. The reactants are: [N:1]1[C:10]2[C:5](=[CH:6][C:7]([C:11]([OH:13])=O)=[CH:8][CH:9]=2)[N:4]=[CH:3][CH:2]=1.CCN=C=NCCCN(C)C.C1C=CC2N(O)N=NC=2C=1.[Cl:35][C:36]1[CH:37]=[C:38]([N:43]2[C:47](=[O:48])[C@@:46]3([C@H:52]([C:53]4[CH:60]=[CH:59][C:56]([C:57]#[N:58])=[CH:55][CH:54]=4)[CH2:51][NH:50][CH2:49]3)[N:45]([CH3:61])[C:44]2=[O:62])[CH:39]=[C:40]([Cl:42])[CH:41]=1.